The task is: Predict which catalyst facilitates the given reaction.. This data is from Catalyst prediction with 721,799 reactions and 888 catalyst types from USPTO. Reactant: [H-].[Al+3].[Li+].[H-].[H-].[H-].[CH:7]1([C@@:10]23[C@@:21]([CH2:23][CH2:24][C:25]4[CH:33]=[CH:32][CH:31]=[CH:30][C:26]=4[C:27](O)=[O:28])([OH:22])[CH2:20][CH2:19][C:18]2=[CH:17][C:16]2[N:15]([C:34]4[CH:39]=[CH:38][C:37]([F:40])=[CH:36][CH:35]=4)[N:14]=[CH:13][C:12]=2[CH2:11]3)[CH2:9][CH2:8]1. Product: [CH:7]1([C@@:10]23[C@@:21]([CH2:23][CH2:24][C:25]4[CH:33]=[CH:32][CH:31]=[CH:30][C:26]=4[CH2:27][OH:28])([OH:22])[CH2:20][CH2:19][C:18]2=[CH:17][C:16]2[N:15]([C:34]4[CH:39]=[CH:38][C:37]([F:40])=[CH:36][CH:35]=4)[N:14]=[CH:13][C:12]=2[CH2:11]3)[CH2:8][CH2:9]1. The catalyst class is: 683.